This data is from Catalyst prediction with 721,799 reactions and 888 catalyst types from USPTO. The task is: Predict which catalyst facilitates the given reaction. (1) Reactant: [Na+].[Cl:2][C:3]1[N:8]=[CH:7][C:6]([S:9]([O-:11])=[O:10])=[CH:5][CH:4]=1.N1C=CC=CC=1.Br[C:19]([CH3:26])([CH3:25])[C:20]([O:22][CH2:23][CH3:24])=[O:21]. Product: [CH2:23]([O:22][C:20](=[O:21])[C:19]([S:9]([C:6]1[CH:7]=[N:8][C:3]([Cl:2])=[CH:4][CH:5]=1)(=[O:11])=[O:10])([CH3:26])[CH3:25])[CH3:24]. The catalyst class is: 3. (2) Reactant: N(C(OC(C)C)=O)=NC(OC(C)C)=O.O[CH2:16][C:17]1[O:21][C:20]([S:22][C:23]2[N:27]([C:28]([O:30][C:31]([CH3:34])([CH3:33])[CH3:32])=[O:29])[C:26]3[CH:35]=[CH:36][CH:37]=[CH:38][C:25]=3[N:24]=2)=[CH:19][CH:18]=1.[S:39]1[CH2:43][C:42](=[O:44])[NH:41][C:40]1=[O:45].C1(P(C2C=CC=CC=2)C2C=CC=CC=2)C=CC=CC=1. Product: [O:45]=[C:40]1[N:41]([CH2:16][C:17]2[O:21][C:20]([S:22][C:23]3[N:27]([C:28]([O:30][C:31]([CH3:34])([CH3:32])[CH3:33])=[O:29])[C:26]4[CH:35]=[CH:36][CH:37]=[CH:38][C:25]=4[N:24]=3)=[CH:19][CH:18]=2)[C:42](=[O:44])[CH2:43][S:39]1. The catalyst class is: 20. (3) Reactant: [CH3:1][C:2]1[O:6][N:5]=[C:4]([C:7]([NH:9][C:10]2([C:16]([NH:18][CH:19]3[CH2:24][CH2:23][N:22]([C:25]4[CH:30]=[CH:29][CH:28]=[CH:27][C:26]=4[NH2:31])[CH2:21][CH:20]3[OH:32])=[O:17])[CH2:15][CH2:14][CH2:13][CH2:12][CH2:11]2)=[O:8])[CH:3]=1.C(N(CC)CC)C. Product: [CH3:1][C:2]1[O:6][N:5]=[C:4]([C:7]([NH:9][C:10]2([C:16]([NH:18][CH:19]3[CH2:24][CH2:23][N:22]([C:25]4[CH:30]=[CH:29][CH:28]=[CH:27][C:26]=4[NH2:31])[CH2:21][C:20]3=[O:32])=[O:17])[CH2:11][CH2:12][CH2:13][CH2:14][CH2:15]2)=[O:8])[CH:3]=1. The catalyst class is: 148. (4) Reactant: [H-].[Na+].[CH3:3][S:4]([NH2:7])(=[O:6])=[O:5].[CH2:8]([O:10][C:11](=[O:19])[CH2:12][O:13][CH2:14][CH2:15][CH2:16][CH2:17]Br)[CH3:9].Cl. Product: [CH2:8]([O:10][C:11](=[O:19])[CH2:12][O:13][CH2:14][CH2:15][CH2:16][CH2:17][NH:7][S:4]([CH3:3])(=[O:6])=[O:5])[CH3:9]. The catalyst class is: 18. (5) Product: [ClH:33].[CH:1]1([C:4]2[N:8]([C:9]3[N:14]=[CH:13][C:12]([NH:15][C:16](=[O:28])[CH2:17][C:18]4[CH:19]=[C:20]5[C:25](=[CH:26][CH:27]=4)[N:24]=[CH:23][CH:22]=[CH:21]5)=[CH:11][CH:10]=3)[N:7]=[C:6]([C:29]([F:30])([F:32])[F:31])[CH:5]=2)[CH2:3][CH2:2]1. The catalyst class is: 165. Reactant: [CH:1]1([C:4]2[N:8]([C:9]3[N:14]=[CH:13][C:12]([NH:15][C:16](=[O:28])[CH2:17][C:18]4[CH:19]=[C:20]5[C:25](=[CH:26][CH:27]=4)[N:24]=[CH:23][CH:22]=[CH:21]5)=[CH:11][CH:10]=3)[N:7]=[C:6]([C:29]([F:32])([F:31])[F:30])[CH:5]=2)[CH2:3][CH2:2]1.[ClH:33].